Dataset: Catalyst prediction with 721,799 reactions and 888 catalyst types from USPTO. Task: Predict which catalyst facilitates the given reaction. Reactant: [Cl:1][C:2]1[CH:7]=[CH:6][C:5]([C:8]2[C:18]([CH:19](O)[C:20]3[N:25]=[C:24]([C:26]([O:28][CH3:29])=[O:27])[CH:23]=[CH:22][CH:21]=3)=[C:11]3[CH:12]=[CH:13][C:14]([O:16][CH3:17])=[CH:15][N:10]3[N:9]=2)=[CH:4][CH:3]=1.C([SiH](CC)CC)C.FC(F)(F)C(O)=O.C(=O)(O)[O-].[Na+]. Product: [Cl:1][C:2]1[CH:7]=[CH:6][C:5]([C:8]2[C:18]([CH2:19][C:20]3[N:25]=[C:24]([C:26]([O:28][CH3:29])=[O:27])[CH:23]=[CH:22][CH:21]=3)=[C:11]3[CH:12]=[CH:13][C:14]([O:16][CH3:17])=[CH:15][N:10]3[N:9]=2)=[CH:4][CH:3]=1. The catalyst class is: 4.